Dataset: Catalyst prediction with 721,799 reactions and 888 catalyst types from USPTO. Task: Predict which catalyst facilitates the given reaction. (1) Reactant: Cl[C:2]1[C:3]2[C:10]([C:11]3[CH:16]=[CH:15][C:14]([O:17][CH3:18])=[CH:13][CH:12]=3)=[C:9]([C:19]3[CH:24]=[CH:23][CH:22]=[CH:21][CH:20]=3)[O:8][C:4]=2[N:5]=[CH:6][N:7]=1.[CH3:25][O:26][C:27](=[O:36])[CH2:28][C:29]1[CH:34]=[CH:33][CH:32]=[C:31]([NH2:35])[CH:30]=1. Product: [CH3:25][O:26][C:27](=[O:36])[CH2:28][C:29]1[CH:34]=[CH:33][CH:32]=[C:31]([NH:35][C:2]2[C:3]3[C:10]([C:11]4[CH:12]=[CH:13][C:14]([O:17][CH3:18])=[CH:15][CH:16]=4)=[C:9]([C:19]4[CH:20]=[CH:21][CH:22]=[CH:23][CH:24]=4)[O:8][C:4]=3[N:5]=[CH:6][N:7]=2)[CH:30]=1. The catalyst class is: 4. (2) Reactant: [CH2:1]([C@H:3]([NH:10][C:11]([C:13]1[C:22]2[C:17](=[CH:18][CH:19]=[CH:20][CH:21]=2)[N:16]=[C:15]([C:23]2[CH:28]=[CH:27][CH:26]=[CH:25][CH:24]=2)[C:14]=1[OH:29])=[O:12])[C:4]1[CH:9]=[CH:8][CH:7]=[CH:6][CH:5]=1)[CH3:2].C([O-])([O-])=O.[K+].[K+].Cl[CH2:37][CH2:38][N:39]1[CH2:48][CH2:47][C:46]2[C:41](=[CH:42][CH:43]=[CH:44][CH:45]=2)[C:40]1=[O:49]. Product: [CH2:1]([C@H:3]([NH:10][C:11]([C:13]1[C:22]2[C:17](=[CH:18][CH:19]=[CH:20][CH:21]=2)[N:16]=[C:15]([C:23]2[CH:24]=[CH:25][CH:26]=[CH:27][CH:28]=2)[C:14]=1[O:29][CH2:37][CH2:38][N:39]1[CH2:48][CH2:47][C:46]2[C:41](=[CH:42][CH:43]=[CH:44][CH:45]=2)[C:40]1=[O:49])=[O:12])[C:4]1[CH:5]=[CH:6][CH:7]=[CH:8][CH:9]=1)[CH3:2]. The catalyst class is: 1. (3) Reactant: [CH:1]1([C:4]2[N:5]=[C:6]3[C:12]([C:13]([NH:15][C@H:16]([C:24]([CH3:27])([CH3:26])[CH3:25])[C:17](=[O:23])[N:18]4[CH2:22][CH2:21][CH2:20][CH2:19]4)=[O:14])=[CH:11][N:10](COCC[Si](C)(C)C)[C:7]3=[N:8][CH:9]=2)[CH2:3][CH2:2]1.FC(F)(F)C(O)=O.C(N)CN.CCOC(C)=O. Product: [CH3:25][C:24]([CH3:27])([CH3:26])[C@@H:16]([NH:15][C:13]([C:12]1[C:6]2[C:7](=[N:8][CH:9]=[C:4]([CH:1]3[CH2:3][CH2:2]3)[N:5]=2)[NH:10][CH:11]=1)=[O:14])[C:17]([N:18]1[CH2:19][CH2:20][CH2:21][CH2:22]1)=[O:23]. The catalyst class is: 4. (4) Reactant: [Cl:1][C:2]1[CH:7]=[CH:6][C:5]([C@H:8]([NH:11][C:12]2[CH:17]=[C:16]([CH:18]3OCC[O:19]3)[C:15]([F:23])=[CH:14][N:13]=2)[CH2:9][CH3:10])=[CH:4][C:3]=1[CH3:24].Br. Product: [Cl:1][C:2]1[CH:7]=[CH:6][C:5]([C@H:8]([NH:11][C:12]2[CH:17]=[C:16]([CH:18]=[O:19])[C:15]([F:23])=[CH:14][N:13]=2)[CH2:9][CH3:10])=[CH:4][C:3]=1[CH3:24]. The catalyst class is: 1. (5) Product: [Cl:1][C:2]1[N:10]([CH2:11][O:12][CH2:13][CH2:14][Si:15]([CH3:18])([CH3:16])[CH3:17])[C:9]2[C:4](=[N:5][C:6]([C:20]3[CH:21]=[CH:22][C:23]([C:26]4([CH:29]([OH:30])[CH3:31])[CH2:28][CH2:27]4)=[CH:24][CH:25]=3)=[C:7]([Cl:19])[CH:8]=2)[CH:3]=1. The catalyst class is: 1. Reactant: [Cl:1][C:2]1[N:10]([CH2:11][O:12][CH2:13][CH2:14][Si:15]([CH3:18])([CH3:17])[CH3:16])[C:9]2[C:4](=[N:5][C:6]([C:20]3[CH:25]=[CH:24][C:23]([C:26]4([CH:29]=[O:30])[CH2:28][CH2:27]4)=[CH:22][CH:21]=3)=[C:7]([Cl:19])[CH:8]=2)[CH:3]=1.[CH3:31][Mg+].[Br-].N#N. (6) Reactant: [F:1][C:2]1[CH:16]=[CH:15][C:5]([CH2:6][NH:7][C:8](=[O:14])[O:9][C:10]([CH3:13])([CH3:12])[CH3:11])=[C:4]([OH:17])[CH:3]=1.I[CH2:19][CH2:20][CH2:21][CH2:22][S:23]([NH:26][CH3:27])(=[O:25])=[O:24].C(=O)([O-])[O-].[K+].[K+]. Product: [F:1][C:2]1[CH:16]=[CH:15][C:5]([CH2:6][NH:7][C:8](=[O:14])[O:9][C:10]([CH3:13])([CH3:12])[CH3:11])=[C:4]([O:17][CH2:19][CH2:20][CH2:21][CH2:22][S:23](=[O:25])(=[O:24])[NH:26][CH3:27])[CH:3]=1. The catalyst class is: 3. (7) Reactant: [CH3:1][CH2:2][C:3](=O)[CH2:4][CH2:5][CH2:6][CH2:7][CH3:8].N1C=CC=C[CH:11]=1.Cl.[NH2:17][OH:18]. Product: [CH3:11][O:18][N:17]=[C:3]([CH2:4][CH2:5][CH2:6][CH2:7][CH3:8])[CH2:2][CH3:1]. The catalyst class is: 8. (8) Reactant: [CH3:1]/[C:2](=[CH:6]\[S:7][C:8]1[CH:13]=[CH:12][CH:11]=[CH:10][CH:9]=1)/[C:3]([OH:5])=O.S(Cl)(Cl)=O.[NH2:18][C:19]1[CH:24]=[CH:23][CH:22]=[CH:21][CH:20]=1. Product: [CH3:1]/[C:2](=[CH:6]\[S:7][C:8]1[CH:13]=[CH:12][CH:11]=[CH:10][CH:9]=1)/[C:3]([NH:18][C:19]1[CH:24]=[CH:23][CH:22]=[CH:21][CH:20]=1)=[O:5]. The catalyst class is: 11. (9) Reactant: [C:1]1([N:7]2[CH2:12][CH2:11][N:10]([C:13]([C@@H:15]3[C@@H:22]([C:23]([O:25][C:26]([CH3:29])([CH3:28])[CH3:27])=[O:24])[CH2:21][C:18]4([CH2:20][CH2:19]4)[CH2:17][NH:16]3)=[O:14])[CH2:9][CH2:8]2)[CH:6]=[CH:5][CH:4]=[CH:3][CH:2]=1.C(N(C(C)C)CC)(C)C. Product: [C:1]1([N:7]2[CH2:8][CH2:9][N:10]([C:13]([C@@H:15]3[C@@H:22]([C:23]([O:25][C:26]([CH3:29])([CH3:28])[CH3:27])=[O:24])[CH2:21][C:18]4([CH2:19][CH2:20]4)[CH2:17][N:16]3[C:23]([O:25][CH3:26])=[O:24])=[O:14])[CH2:11][CH2:12]2)[CH:2]=[CH:3][CH:4]=[CH:5][CH:6]=1. The catalyst class is: 753. (10) Product: [C:1]([O:5][C:6](=[O:26])[NH:7][C:8]1[CH:13]=[C:12]([Cl:14])[C:11]([C:15]2[S:16][C:17]3[C:18]([NH:34][C:30]4[CH:29]=[C:28]([CH3:27])[N:33]=[CH:32][N:31]=4)=[N:19][CH:20]=[CH:21][C:22]=3[N:23]=2)=[C:10]([Cl:25])[CH:9]=1)([CH3:3])([CH3:4])[CH3:2]. The catalyst class is: 62. Reactant: [C:1]([O:5][C:6](=[O:26])[NH:7][C:8]1[CH:13]=[C:12]([Cl:14])[C:11]([C:15]2[S:16][C:17]3[C:18](Cl)=[N:19][CH:20]=[CH:21][C:22]=3[N:23]=2)=[C:10]([Cl:25])[CH:9]=1)([CH3:4])([CH3:3])[CH3:2].[CH3:27][C:28]1[N:33]=[CH:32][N:31]=[C:30]([NH2:34])[CH:29]=1.CC1(C)C2C(=C(P(C3C=CC=CC=3)C3C=CC=CC=3)C=CC=2)OC2C(P(C3C=CC=CC=3)C3C=CC=CC=3)=CC=CC1=2.C([O-])([O-])=O.[Cs+].[Cs+].